This data is from Full USPTO retrosynthesis dataset with 1.9M reactions from patents (1976-2016). The task is: Predict the reactants needed to synthesize the given product. (1) Given the product [F:47][CH2:46][C@@H:43]1[CH2:44][CH2:45][N:41]([C@@H:39]([CH3:40])[CH2:38][O:37][C:36]2[CH:35]=[CH:34][C:33]([CH:16]3[C:15]([C:4]4[CH:3]=[C:2]([C:51]#[C:50][Si:52]([CH3:55])([CH3:54])[CH3:53])[CH:7]=[C:6]([O:8][CH:9]5[CH2:14][CH2:13][CH2:12][CH2:11][O:10]5)[CH:5]=4)=[C:24]([CH3:25])[C:23]4[C:18](=[CH:19][CH:20]=[C:21]([O:26][CH:27]5[CH2:32][CH2:31][CH2:30][CH2:29][O:28]5)[CH:22]=4)[O:17]3)=[CH:49][CH:48]=2)[CH2:42]1, predict the reactants needed to synthesize it. The reactants are: Br[C:2]1[CH:3]=[C:4]([C:15]2[CH:16]([C:33]3[CH:49]=[CH:48][C:36]([O:37][CH2:38][C@@H:39]([N:41]4[CH2:45][CH2:44][C@@H:43]([CH2:46][F:47])[CH2:42]4)[CH3:40])=[CH:35][CH:34]=3)[O:17][C:18]3[C:23]([C:24]=2[CH3:25])=[CH:22][C:21]([O:26][CH:27]2[CH2:32][CH2:31][CH2:30][CH2:29][O:28]2)=[CH:20][CH:19]=3)[CH:5]=[C:6]([O:8][CH:9]2[CH2:14][CH2:13][CH2:12][CH2:11][O:10]2)[CH:7]=1.[C:50]([Si:52]([CH3:55])([CH3:54])[CH3:53])#[CH:51]. (2) Given the product [C:2]1([C@@H:8]2[CH2:10][C@H:9]2[NH:11][CH2:18][C:13]2[CH:14]=[CH:15][CH:16]=[CH:17][N:12]=2)[CH:7]=[CH:6][CH:5]=[CH:4][CH:3]=1, predict the reactants needed to synthesize it. The reactants are: Cl.[C:2]1([C@@H:8]2[CH2:10][C@H:9]2[NH2:11])[CH:7]=[CH:6][CH:5]=[CH:4][CH:3]=1.[N:12]1[CH:17]=[CH:16][CH:15]=[CH:14][C:13]=1[CH:18]=O.[BH-](OC(C)=O)(OC(C)=O)OC(C)=O.[Na+]. (3) Given the product [F:8][C:9]([F:14])([F:13])[C:10]([OH:12])=[O:11].[C:2]([N:15]1[CH2:16][CH:17]([NH:19][C:20]2[C:21]([CH3:40])=[N:22][C:23]3[C:28]([N:29]=2)=[C:27]([C:30]2[NH:38][C:37]4[CH2:36][CH2:35][NH:34][C:33](=[O:39])[C:32]=4[CH:31]=2)[CH:26]=[CH:25][CH:24]=3)[CH2:18]1)(=[O:3])[CH3:1], predict the reactants needed to synthesize it. The reactants are: [CH3:1][C:2](OC(C)=O)=[O:3].[F:8][C:9]([F:14])([F:13])[C:10]([OH:12])=[O:11].[NH:15]1[CH2:18][CH:17]([NH:19][C:20]2[C:21]([CH3:40])=[N:22][C:23]3[C:28]([N:29]=2)=[C:27]([C:30]2[NH:38][C:37]4[CH2:36][CH2:35][NH:34][C:33](=[O:39])[C:32]=4[CH:31]=2)[CH:26]=[CH:25][CH:24]=3)[CH2:16]1.CCN(C(C)C)C(C)C. (4) Given the product [CH2:1]([NH:3][C:4]([NH:6][C:7]1[S:8][C:9]2[C:15]([C:16]3[CH:21]=[CH:20][CH:19]=[CH:18][N:17]=3)=[CH:14][C:13]([C:22]3[CH:27]=[N:26][C:25]([N:28]4[CH2:29][CH2:30][C:31]([CH3:39])([C:34]([OH:36])=[O:35])[CH2:32][CH2:33]4)=[N:24][CH:23]=3)=[CH:12][C:10]=2[N:11]=1)=[O:5])[CH3:2], predict the reactants needed to synthesize it. The reactants are: [CH2:1]([NH:3][C:4]([NH:6][C:7]1[S:8][C:9]2[C:15]([C:16]3[CH:21]=[CH:20][CH:19]=[CH:18][N:17]=3)=[CH:14][C:13]([C:22]3[CH:23]=[N:24][C:25]([N:28]4[CH2:33][CH2:32][C:31]([CH3:39])([C:34]([O:36]CC)=[O:35])[CH2:30][CH2:29]4)=[N:26][CH:27]=3)=[CH:12][C:10]=2[N:11]=1)=[O:5])[CH3:2].CC(C)([O-])C.[K+].O.